This data is from Reaction yield outcomes from USPTO patents with 853,638 reactions. The task is: Predict the reaction yield, written as a fraction of the theoretical maximum amount of product (1.0 means a 100% yield; for example, 0.34 means a 34% yield). The reactants are C([O:3][C:4](=O)/[CH:5]=[CH:6]/[CH:7]=[C:8]1[CH2:11][N:10]([C:12]([O:14][C:15]([CH3:18])([CH3:17])[CH3:16])=[O:13])[CH2:9]1)C.[H][H].[H-].[H-].[H-].[H-].[Li+].[Al+3].O. The catalyst is CO.[Pd].C1COCC1. The product is [OH:3][CH2:4][CH2:5][CH2:6][CH2:7][CH:8]1[CH2:9][N:10]([C:12]([O:14][C:15]([CH3:18])([CH3:17])[CH3:16])=[O:13])[CH2:11]1. The yield is 0.960.